Dataset: Peptide-MHC class I binding affinity with 185,985 pairs from IEDB/IMGT. Task: Regression. Given a peptide amino acid sequence and an MHC pseudo amino acid sequence, predict their binding affinity value. This is MHC class I binding data. (1) The MHC is HLA-A68:02 with pseudo-sequence HLA-A68:02. The peptide sequence is CTVQEFIFSA. The binding affinity (normalized) is 0.733. (2) The peptide sequence is WRRDNRRGLR. The MHC is Mamu-B08 with pseudo-sequence Mamu-B08. The binding affinity (normalized) is 0.439. (3) The peptide sequence is APSASAFFGM. The MHC is HLA-B35:01 with pseudo-sequence HLA-B35:01. The binding affinity (normalized) is 0.291. (4) The peptide sequence is VRIVRDSMW. The MHC is Mamu-B17 with pseudo-sequence Mamu-B17. The binding affinity (normalized) is 0.491. (5) The peptide sequence is KTKDYVNGL. The MHC is HLA-A11:01 with pseudo-sequence HLA-A11:01. The binding affinity (normalized) is 0.